This data is from Reaction yield outcomes from USPTO patents with 853,638 reactions. The task is: Predict the reaction yield, written as a fraction of the theoretical maximum amount of product (1.0 means a 100% yield; for example, 0.34 means a 34% yield). (1) The reactants are [Br:1][C:2]1[CH:3]=[C:4]([CH:23]=[CH:24][CH:25]=1)[CH2:5][N:6]1[C:14]2[C:13](=[O:15])[N:12]([CH3:16])[C:11](=[O:17])[N:10]([CH3:18])[C:9]=2[N:8]=[C:7]1[CH2:19][C:20]([OH:22])=O.C(N1C=CN=C1)(N1C=CN=C1)=O.[NH2:38][CH2:39][CH2:40][OH:41]. The catalyst is CN(C=O)C. The product is [Br:1][C:2]1[CH:3]=[C:4]([CH:23]=[CH:24][CH:25]=1)[CH2:5][N:6]1[C:14]2[C:13](=[O:15])[N:12]([CH3:16])[C:11](=[O:17])[N:10]([CH3:18])[C:9]=2[N:8]=[C:7]1[CH2:19][C:20]([NH:38][CH2:39][CH2:40][OH:41])=[O:22]. The yield is 0.750. (2) The reactants are [C:1]1([C:7]2([NH2:13])[CH2:12][CH2:11][CH2:10][CH2:9][CH2:8]2)[CH:6]=[CH:5][CH:4]=[CH:3][CH:2]=1.N1C=CC=CC=1.[Cl:20][CH2:21][CH2:22][CH2:23][C:24](Cl)=[O:25]. The catalyst is ClCCl. The product is [Cl:20][CH2:21][CH2:22][CH2:23][C:24]([NH:13][C:7]1([C:1]2[CH:6]=[CH:5][CH:4]=[CH:3][CH:2]=2)[CH2:12][CH2:11][CH2:10][CH2:9][CH2:8]1)=[O:25]. The yield is 0.890.